Dataset: Forward reaction prediction with 1.9M reactions from USPTO patents (1976-2016). Task: Predict the product of the given reaction. The product is: [CH3:6][O:7][C:8]([C:10]1[CH:23]=[C:22]([Cl:3])[C:21]2[C:12](=[C:13]3[C:18](=[CH:19][C:20]=2[CH3:25])[CH:17]=[CH:16][CH:15]=[N:14]3)[N:11]=1)=[O:9]. Given the reactants O=P(Cl)(Cl)[Cl:3].[CH3:6][O:7][C:8]([C:10]1[NH:11][C:12]2[C:21]([C:22](=O)[CH:23]=1)=[C:20]([CH3:25])[CH:19]=[C:18]1[C:13]=2[N:14]=[CH:15][CH:16]=[CH:17]1)=[O:9].O, predict the reaction product.